Task: Regression. Given two drug SMILES strings and cell line genomic features, predict the synergy score measuring deviation from expected non-interaction effect.. Dataset: NCI-60 drug combinations with 297,098 pairs across 59 cell lines (1) Drug 1: CN1CCC(CC1)COC2=C(C=C3C(=C2)N=CN=C3NC4=C(C=C(C=C4)Br)F)OC. Drug 2: CC1=CC=C(C=C1)C2=CC(=NN2C3=CC=C(C=C3)S(=O)(=O)N)C(F)(F)F. Cell line: HCC-2998. Synergy scores: CSS=3.78, Synergy_ZIP=-0.205, Synergy_Bliss=-2.79, Synergy_Loewe=-4.77, Synergy_HSA=-2.52. (2) Drug 1: C1CCN(CC1)CCOC2=CC=C(C=C2)C(=O)C3=C(SC4=C3C=CC(=C4)O)C5=CC=C(C=C5)O. Drug 2: CC1=C(N=C(N=C1N)C(CC(=O)N)NCC(C(=O)N)N)C(=O)NC(C(C2=CN=CN2)OC3C(C(C(C(O3)CO)O)O)OC4C(C(C(C(O4)CO)O)OC(=O)N)O)C(=O)NC(C)C(C(C)C(=O)NC(C(C)O)C(=O)NCCC5=NC(=CS5)C6=NC(=CS6)C(=O)NCCC[S+](C)C)O. Cell line: SK-MEL-5. Synergy scores: CSS=-9.85, Synergy_ZIP=4.37, Synergy_Bliss=-0.998, Synergy_Loewe=-10.3, Synergy_HSA=-8.20. (3) Drug 2: CNC(=O)C1=NC=CC(=C1)OC2=CC=C(C=C2)NC(=O)NC3=CC(=C(C=C3)Cl)C(F)(F)F. Drug 1: CC1CCC2CC(C(=CC=CC=CC(CC(C(=O)C(C(C(=CC(C(=O)CC(OC(=O)C3CCCCN3C(=O)C(=O)C1(O2)O)C(C)CC4CCC(C(C4)OC)OCCO)C)C)O)OC)C)C)C)OC. Synergy scores: CSS=10.5, Synergy_ZIP=-3.39, Synergy_Bliss=0.992, Synergy_Loewe=-23.1, Synergy_HSA=-1.69. Cell line: OVCAR-5. (4) Drug 1: CN(C)N=NC1=C(NC=N1)C(=O)N. Drug 2: CCC1=C2CN3C(=CC4=C(C3=O)COC(=O)C4(CC)O)C2=NC5=C1C=C(C=C5)O. Cell line: DU-145. Synergy scores: CSS=31.2, Synergy_ZIP=2.34, Synergy_Bliss=9.48, Synergy_Loewe=-19.3, Synergy_HSA=7.91. (5) Drug 1: CC12CCC3C(C1CCC2=O)CC(=C)C4=CC(=O)C=CC34C. Drug 2: C1=NC2=C(N=C(N=C2N1C3C(C(C(O3)CO)O)O)F)N. Cell line: RXF 393. Synergy scores: CSS=26.5, Synergy_ZIP=1.41, Synergy_Bliss=1.92, Synergy_Loewe=-2.18, Synergy_HSA=1.40.